This data is from Forward reaction prediction with 1.9M reactions from USPTO patents (1976-2016). The task is: Predict the product of the given reaction. (1) Given the reactants [N:1]1[CH:6]=[CH:5][CH:4]=[N:3][C:2]=1[O:7][CH:8]1[CH2:13][CH2:12][CH2:11][N:10](C(OC(C)(C)C)=O)[CH2:9]1.[ClH:21], predict the reaction product. The product is: [ClH:21].[ClH:21].[NH:10]1[CH2:11][CH2:12][CH2:13][CH:8]([O:7][C:2]2[N:1]=[CH:6][CH:5]=[CH:4][N:3]=2)[CH2:9]1. (2) Given the reactants [F:1][C:2]1[CH:7]=[CH:6][C:5]([C:8]2[C:12]([CH2:13][O:14][C:15]3[CH:23]=[CH:22][C:18]([C:19](O)=[O:20])=[CH:17][N:16]=3)=[C:11]([CH2:24][OH:25])[O:10][N:9]=2)=[CH:4][CH:3]=1.O.ON1C2C=CC=CC=2N=N1.C(N(C(C)C)C(C)C)C.Cl.CN(C)CCCN=C=NCC.[NH2:58][C:59]([CH3:63])([CH3:62])[CH2:60][OH:61], predict the reaction product. The product is: [F:1][C:2]1[CH:7]=[CH:6][C:5]([C:8]2[C:12]([CH2:13][O:14][C:15]3[CH:23]=[CH:22][C:18]([C:19]([NH:58][C:59]([CH3:63])([CH3:62])[CH2:60][OH:61])=[O:20])=[CH:17][N:16]=3)=[C:11]([CH2:24][OH:25])[O:10][N:9]=2)=[CH:4][CH:3]=1. (3) Given the reactants C(N(CC)CC)C.ClC(Cl)(O[C:12](=[O:18])OC(Cl)(Cl)Cl)Cl.[CH3:20][C:21]1[CH:26]=[C:25]([C:27]2[CH:28]=[CH:29][C:30]3[N:36]4[CH2:37][C@H:33]([CH2:34][CH2:35]4)[NH:32][C:31]=3[N:38]=2)[CH:24]=[CH:23][N:22]=1.[F:39][C:40]1[N:45]=[C:44]([NH2:46])[CH:43]=[N:42][CH:41]=1, predict the reaction product. The product is: [F:39][C:40]1[N:45]=[C:44]([NH:46][C:12]([N:32]2[C@@H:33]3[CH2:37][N:36]([CH2:35][CH2:34]3)[C:30]3[CH:29]=[CH:28][C:27]([C:25]4[CH:24]=[CH:23][N:22]=[C:21]([CH3:20])[CH:26]=4)=[N:38][C:31]2=3)=[O:18])[CH:43]=[N:42][CH:41]=1.